From a dataset of HIV replication inhibition screening data with 41,000+ compounds from the AIDS Antiviral Screen. Binary Classification. Given a drug SMILES string, predict its activity (active/inactive) in a high-throughput screening assay against a specified biological target. (1) The compound is CC(=O)NC(CCCCN)C(=O)NCc1ccccc1. The result is 0 (inactive). (2) The compound is O=S1(=O)C(=CC2CCCCC2)c2c1c(-c1ccccc1)c1ccccc1c2-c1ccccc1. The result is 0 (inactive). (3) The result is 0 (inactive). The drug is CN(C)CCNC1=Nc2ccccc2C(=O)N2CSCC12. (4) The drug is Cc1ccc(S(=O)(=O)OCCC(=C[Si](C)(C)C)c2ccccc2)cc1. The result is 0 (inactive). (5) The drug is Cc1[nH]c(C)c2ccc(=O)ccc12. The result is 0 (inactive). (6) The molecule is Nc1nc(O)c(N)c(NCCOCP(=O)(O)O)n1. The result is 0 (inactive).